Dataset: Full USPTO retrosynthesis dataset with 1.9M reactions from patents (1976-2016). Task: Predict the reactants needed to synthesize the given product. (1) The reactants are: [CH2:1]([N:8]1[C:12]([C:13]2[CH:18]=[CH:17][CH:16]=[CH:15][CH:14]=2)=[CH:11][CH:10]=[C:9]1[C:19]1[CH:20]=[C:21]2[C:26](=[CH:27][CH:28]=1)[CH:25]=[C:24]([OH:29])[CH:23]=[CH:22]2)[C:2]1[CH:7]=[CH:6][CH:5]=[CH:4][CH:3]=1.[CH3:30][O:31][C:32](=[O:49])[CH:33](OS(C(F)(F)F)(=O)=O)[CH2:34][C:35]1[CH:40]=[CH:39][CH:38]=[CH:37][CH:36]=1.C(=O)([O-])[O-].[Cs+].[Cs+]. Given the product [CH2:1]([N:8]1[C:12]([C:13]2[CH:14]=[CH:15][CH:16]=[CH:17][CH:18]=2)=[CH:11][CH:10]=[C:9]1[C:19]1[CH:20]=[C:21]2[C:26](=[CH:27][CH:28]=1)[CH:25]=[C:24]([O:29][CH:33]([CH2:34][C:35]1[CH:40]=[CH:39][CH:38]=[CH:37][CH:36]=1)[C:32]([O:31][CH3:30])=[O:49])[CH:23]=[CH:22]2)[C:2]1[CH:3]=[CH:4][CH:5]=[CH:6][CH:7]=1, predict the reactants needed to synthesize it. (2) Given the product [C:16]([C:4]1[CH:5]=[C:6]2[C:10](=[C:2]([C:23]3[CH:24]=[CH:25][C:20]([C:18]#[N:19])=[CH:21][CH:22]=3)[CH:3]=1)[N:9]([CH3:11])[C:8]([C:12]([NH2:14])=[O:13])=[C:7]2[CH3:15])#[N:17], predict the reactants needed to synthesize it. The reactants are: Br[C:2]1[CH:3]=[C:4]([C:16]#[N:17])[CH:5]=[C:6]2[C:10]=1[N:9]([CH3:11])[C:8]([C:12]([NH2:14])=[O:13])=[C:7]2[CH3:15].[C:18]([C:20]1[CH:25]=[CH:24][C:23](B(O)O)=[CH:22][CH:21]=1)#[N:19]. (3) Given the product [Br:1][C:2]1[C:3]2[C:7]([CH:8]=[CH:9][CH:10]=1)=[N:6][N:5]([CH2:12][C:13]1[CH:18]=[CH:17][C:16]([F:19])=[C:15]([F:20])[CH:14]=1)[CH:4]=2, predict the reactants needed to synthesize it. The reactants are: [Br:1][C:2]1[CH:10]=[CH:9][CH:8]=[C:7]2[C:3]=1[CH:4]=[N:5][NH:6]2.Br[CH2:12][C:13]1[CH:18]=[CH:17][C:16]([F:19])=[C:15]([F:20])[CH:14]=1. (4) Given the product [CH3:44][CH:30]([CH3:31])[CH2:26][C@@H:6]([C:7](=[O:8])[NH:9][CH:10]([C:14]1[CH:15]=[CH:16][C:17]([C:20]2[CH:25]=[CH:24][CH:23]=[CH:22][CH:21]=2)=[CH:18][CH:19]=1)[C:11](=[O:13])[NH:42][CH2:37][C:36]1[CH:35]=[CH:34][CH:39]=[CH:38][N:40]=1)[CH2:5][C:3]([O:2][CH3:1])=[O:4], predict the reactants needed to synthesize it. The reactants are: [CH3:1][O:2][C:3]([CH2:5][C@@H:6]([CH2:26]C(C)C)[C:7]([NH:9][CH:10]([C:14]1[CH:19]=[CH:18][C:17]([C:20]2[CH:25]=[CH:24][CH:23]=[CH:22][CH:21]=2)=[CH:16][CH:15]=1)[C:11]([OH:13])=O)=[O:8])=[O:4].[CH2:30](Cl)[CH2:31]Cl.[CH:34]1[CH:35]=[CH:36][C:37]2[N:42](O)N=[N:40][C:38]=2[CH:39]=1.[CH3:44]N1CCOCC1.